This data is from Forward reaction prediction with 1.9M reactions from USPTO patents (1976-2016). The task is: Predict the product of the given reaction. (1) Given the reactants [NH2:1][C:2]1[C:7]([O:8][CH2:9][C:10]2[CH:15]=[CH:14][CH:13]=[CH:12][CH:11]=2)=[CH:6][CH:5]=[CH:4][N:3]=1.[CH:16]1([N+:22]#[C-:23])[CH2:21][CH2:20][CH2:19][CH2:18][CH2:17]1.[CH3:24][O:25][C:26]1[CH:27]=[C:28]([CH:31]=[C:32]([O:34][CH3:35])[CH:33]=1)[CH:29]=O, predict the reaction product. The product is: [CH2:9]([O:8][C:7]1[C:2]2[N:3]([C:23]([NH:22][CH:16]3[CH2:21][CH2:20][CH2:19][CH2:18][CH2:17]3)=[C:29]([C:28]3[CH:31]=[C:32]([O:34][CH3:35])[CH:33]=[C:26]([O:25][CH3:24])[CH:27]=3)[N:1]=2)[CH:4]=[CH:5][CH:6]=1)[C:10]1[CH:11]=[CH:12][CH:13]=[CH:14][CH:15]=1. (2) Given the reactants [CH:1]([C:4]1[C:8]([CH2:9][CH2:10][CH2:11][OH:12])=[CH:7][N:6]([C:13]2[CH:18]=[CH:17][C:16]([C:19]([F:22])([F:21])[F:20])=[CH:15][N:14]=2)[N:5]=1)([CH3:3])[CH3:2].O[C:24]1[CH:25]=[C:26]([CH:36]=[CH:37][C:38]=1[O:39][CH3:40])[O:27][C:28]([CH3:35])([CH3:34])[C:29]([O:31]CC)=[O:30].C(P(CCCC)CCCC)CCC.N(C(N1CCCCC1)=O)=NC(N1CCCCC1)=O, predict the reaction product. The product is: [CH:1]([C:4]1[C:8]([CH2:9][CH2:10][CH2:11][O:12][C:24]2[CH:25]=[C:26]([CH:36]=[CH:37][C:38]=2[O:39][CH3:40])[O:27][C:28]([CH3:35])([CH3:34])[C:29]([OH:31])=[O:30])=[CH:7][N:6]([C:13]2[CH:18]=[CH:17][C:16]([C:19]([F:21])([F:20])[F:22])=[CH:15][N:14]=2)[N:5]=1)([CH3:3])[CH3:2]. (3) Given the reactants [NH2:1][CH:2]([CH2:7][C:8]1[CH:9]=[C:10]2[C:15](=[CH:16][CH:17]=1)[N:14]=[C:13]([C:18]1[C:23]([Cl:24])=[CH:22][CH:21]=[CH:20][C:19]=1[Cl:25])[CH:12]=[CH:11]2)[C:3]([O:5][CH3:6])=[O:4].C(N(CC)CC)C.[Cl:33][C:34]1[CH:42]=[CH:41][CH:40]=[C:39]([Cl:43])[C:35]=1[C:36](Cl)=[O:37], predict the reaction product. The product is: [Cl:33][C:34]1[CH:42]=[CH:41][CH:40]=[C:39]([Cl:43])[C:35]=1[C:36]([NH:1][CH:2]([CH2:7][C:8]1[CH:9]=[C:10]2[C:15](=[CH:16][CH:17]=1)[N:14]=[C:13]([C:18]1[C:23]([Cl:24])=[CH:22][CH:21]=[CH:20][C:19]=1[Cl:25])[CH:12]=[CH:11]2)[C:3]([O:5][CH3:6])=[O:4])=[O:37]. (4) Given the reactants [CH:1]([Mg]Cl)=[CH2:2].[Br:5][C:6]1[CH:19]=[C:18]2[C:9]([O:10][C:11]3[C:12]([F:23])=[CH:13][C:14]([O:21][CH3:22])=[CH:15][C:16]=3[C:17]2=[O:20])=[CH:8][CH:7]=1, predict the reaction product. The product is: [Br:5][C:6]1[CH:19]=[C:18]2[C:9]([O:10][C:11]3[C:12]([F:23])=[CH:13][C:14]([O:21][CH3:22])=[CH:15][C:16]=3[C:17]2([CH:1]=[CH2:2])[OH:20])=[CH:8][CH:7]=1. (5) Given the reactants CS[C:3]1[NH:7][N:6]=[C:5]([C:8]2[CH:13]=[CH:12]N=C[CH:9]=2)[N:4]=1.[NH2:14][CH2:15][C:16]([NH:18][C:19]1[CH:24]=[CH:23][CH:22]=[C:21]([Cl:25])[CH:20]=1)=[O:17].[CH3:26][N:27]1C(=O)CCC1, predict the reaction product. The product is: [Cl:25][C:21]1[CH:20]=[C:19]([NH:18][C:16](=[O:17])[CH2:15][NH:14][C:3]2[NH:7][N:6]=[C:5]([C:8]3[CH:9]=[N:27][CH:26]=[CH:12][CH:13]=3)[N:4]=2)[CH:24]=[CH:23][CH:22]=1. (6) Given the reactants [F:1][C:2]1[CH:12]=[CH:11][CH:10]=[CH:9][C:3]=1[CH:4]=[CH:5][C:6]([OH:8])=O.[N:13]1([C:18]2[CH:19]=[C:20]([C@@H:24]([NH2:26])[CH3:25])[CH:21]=[CH:22][CH:23]=2)[CH:17]=[CH:16][CH:15]=[N:14]1, predict the reaction product. The product is: [F:1][C:2]1[CH:12]=[CH:11][CH:10]=[CH:9][C:3]=1[CH:4]=[CH:5][C:6]([NH:26][C@H:24]([C:20]1[CH:21]=[CH:22][CH:23]=[C:18]([N:13]2[CH:17]=[CH:16][CH:15]=[N:14]2)[CH:19]=1)[CH3:25])=[O:8]. (7) Given the reactants [Cl:1][C:2]1[CH:7]=[C:6]([O:8][CH2:9][C:10]([F:13])([F:12])[F:11])[CH:5]=[CH:4][C:3]=1[OH:14].[Br:15][CH2:16][CH2:17][CH2:18]Br.C(=O)([O-])[O-].[Cs+].[Cs+], predict the reaction product. The product is: [Cl:1][C:2]1[CH:7]=[C:6]([O:8][CH2:9][C:10]([F:12])([F:13])[F:11])[CH:5]=[CH:4][C:3]=1[O:14][CH2:18][CH2:17][CH2:16][Br:15].